From a dataset of NCI-60 drug combinations with 297,098 pairs across 59 cell lines. Regression. Given two drug SMILES strings and cell line genomic features, predict the synergy score measuring deviation from expected non-interaction effect. (1) Drug 1: C1=CC(=C2C(=C1NCCNCCO)C(=O)C3=C(C=CC(=C3C2=O)O)O)NCCNCCO. Drug 2: CC1=C(C(CCC1)(C)C)C=CC(=CC=CC(=CC(=O)O)C)C. Cell line: PC-3. Synergy scores: CSS=6.84, Synergy_ZIP=-10.5, Synergy_Bliss=-9.28, Synergy_Loewe=-19.6, Synergy_HSA=-7.55. (2) Drug 2: CC(C)CN1C=NC2=C1C3=CC=CC=C3N=C2N. Synergy scores: CSS=30.3, Synergy_ZIP=2.17, Synergy_Bliss=4.04, Synergy_Loewe=-1.20, Synergy_HSA=1.74. Drug 1: C1=NC2=C(N1)C(=S)N=CN2. Cell line: MDA-MB-435. (3) Drug 1: CC1OCC2C(O1)C(C(C(O2)OC3C4COC(=O)C4C(C5=CC6=C(C=C35)OCO6)C7=CC(=C(C(=C7)OC)O)OC)O)O. Drug 2: CC1C(C(CC(O1)OC2CC(CC3=C2C(=C4C(=C3O)C(=O)C5=C(C4=O)C(=CC=C5)OC)O)(C(=O)C)O)N)O.Cl. Cell line: PC-3. Synergy scores: CSS=29.8, Synergy_ZIP=-2.24, Synergy_Bliss=1.77, Synergy_Loewe=4.02, Synergy_HSA=4.62. (4) Drug 1: COC1=CC(=CC(=C1O)OC)C2C3C(COC3=O)C(C4=CC5=C(C=C24)OCO5)OC6C(C(C7C(O6)COC(O7)C8=CC=CS8)O)O. Drug 2: CC(C)NC(=O)C1=CC=C(C=C1)CNNC.Cl. Cell line: MCF7. Synergy scores: CSS=36.9, Synergy_ZIP=1.05, Synergy_Bliss=1.55, Synergy_Loewe=-17.0, Synergy_HSA=1.96. (5) Drug 1: CCC1=C2CN3C(=CC4=C(C3=O)COC(=O)C4(CC)O)C2=NC5=C1C=C(C=C5)O. Drug 2: C1CCC(C(C1)N)N.C(=O)(C(=O)[O-])[O-].[Pt+4]. Cell line: SNB-19. Synergy scores: CSS=53.0, Synergy_ZIP=1.29, Synergy_Bliss=2.82, Synergy_Loewe=-22.0, Synergy_HSA=6.09. (6) Drug 1: COC1=C(C=C2C(=C1)N=CN=C2NC3=CC(=C(C=C3)F)Cl)OCCCN4CCOCC4. Drug 2: CN(CCCl)CCCl.Cl. Synergy scores: CSS=25.3, Synergy_ZIP=-2.95, Synergy_Bliss=-1.38, Synergy_Loewe=-6.07, Synergy_HSA=-1.33. Cell line: MALME-3M. (7) Drug 1: C1=CC(=C2C(=C1NCCNCCO)C(=O)C3=C(C=CC(=C3C2=O)O)O)NCCNCCO. Drug 2: CC1CCC2CC(C(=CC=CC=CC(CC(C(=O)C(C(C(=CC(C(=O)CC(OC(=O)C3CCCCN3C(=O)C(=O)C1(O2)O)C(C)CC4CCC(C(C4)OC)O)C)C)O)OC)C)C)C)OC. Cell line: NCI-H322M. Synergy scores: CSS=28.7, Synergy_ZIP=-9.43, Synergy_Bliss=-6.57, Synergy_Loewe=-3.32, Synergy_HSA=-1.97.